Predict the product of the given reaction. From a dataset of Forward reaction prediction with 1.9M reactions from USPTO patents (1976-2016). (1) Given the reactants [Cl:1][C:2]1[C:10]([F:11])=[C:9]2[C:5]([C:6]([S:20][C:21]3[CH:22]=[C:23]([CH:27]=[CH:28][CH:29]=3)[C:24](O)=[O:25])=[C:7]([CH3:19])[N:8]2[C:12]2[CH:13]=[N:14][N:15]([CH2:17][CH3:18])[CH:16]=2)=[CH:4][CH:3]=1.C1N=CN(C(N2C=NC=C2)=O)C=1.C1CCN2C(=NCCC2)CC1.[CH3:53][S:54]([NH2:57])(=[O:56])=[O:55], predict the reaction product. The product is: [Cl:1][C:2]1[C:10]([F:11])=[C:9]2[C:5]([C:6]([S:20][C:21]3[CH:22]=[C:23]([CH:27]=[CH:28][CH:29]=3)[C:24]([NH:57][S:54]([CH3:53])(=[O:56])=[O:55])=[O:25])=[C:7]([CH3:19])[N:8]2[C:12]2[CH:13]=[N:14][N:15]([CH2:17][CH3:18])[CH:16]=2)=[CH:4][CH:3]=1. (2) Given the reactants [CH3:1][O:2][CH2:3][CH2:4][C:5]1[N:6]([CH2:19][CH2:20][O:21][CH2:22][CH2:23][NH:24][CH3:25])[C:7]2[C:16]3[CH:15]=[CH:14][CH:13]=[CH:12][C:11]=3[N:10]=[C:9]([NH2:17])[C:8]=2[N:18]=1.CCN(CC)CC.[CH3:33][S:34](Cl)(=[O:36])=[O:35], predict the reaction product. The product is: [NH2:17][C:9]1[C:8]2[N:18]=[C:5]([CH2:4][CH2:3][O:2][CH3:1])[N:6]([CH2:19][CH2:20][O:21][CH2:22][CH2:23][N:24]([CH3:25])[S:34]([CH3:33])(=[O:36])=[O:35])[C:7]=2[C:16]2[CH:15]=[CH:14][CH:13]=[CH:12][C:11]=2[N:10]=1. (3) Given the reactants [CH3:1][C@@H:2]1[O:7][C@H:6]([CH3:8])[CH2:5][N:4]([C:9]2[C:14]([CH:15]=[O:16])=[CH:13][C:12](B3OC(C)(C)C(C)(C)O3)=[CH:11][N:10]=2)[CH2:3]1.Br[C:27]1[NH:31][C:30]2[CH:32]=[CH:33][CH:34]=[CH:35][C:29]=2[N:28]=1, predict the reaction product. The product is: [NH:28]1[C:29]2[CH:35]=[CH:34][CH:33]=[CH:32][C:30]=2[N:31]=[C:27]1[C:12]1[CH:13]=[C:14]([CH:15]=[O:16])[C:9]([N:4]2[CH2:5][C@H:6]([CH3:8])[O:7][C@H:2]([CH3:1])[CH2:3]2)=[N:10][CH:11]=1. (4) The product is: [F:1][C:2]1[CH:3]=[C:4]2[C:8](=[CH:9][C:10]=1[F:11])[N:7]([C:12]1[CH:17]=[CH:16][C:15]([O:18][CH3:19])=[CH:14][CH:13]=1)[CH:6]=[C:5]2[C:45]([NH2:44])=[O:46]. Given the reactants [F:1][C:2]1[CH:3]=[C:4]2[C:8](=[CH:9][C:10]=1[F:11])[N:7]([C:12]1[CH:17]=[CH:16][C:15]([O:18][CH3:19])=[CH:14][CH:13]=1)[CH:6]=[CH:5]2.FC1C=C2C(=CC=1F)NC=C2.IC1C=CC(OC)=CC=1.ClS([N:44]=[C:45]=[O:46])(=O)=O.[OH-].[Na+], predict the reaction product. (5) Given the reactants Br[C:2]1[C:3]([NH:9][C:10]2[CH:11]=[N:12][C:13]([O:17][CH3:18])=[C:14]([F:16])[CH:15]=2)=[N:4][CH:5]=[C:6]([Cl:8])[N:7]=1.[CH3:19][C:20]1[N:25]=[C:24]([S:26][CH3:27])[CH:23]=[C:22]([Sn](CCCC)(CCCC)CCCC)[N:21]=1.[F-].[Cs+], predict the reaction product. The product is: [Cl:8][C:6]1[N:7]=[C:2]([C:22]2[CH:23]=[C:24]([S:26][CH3:27])[N:25]=[C:20]([CH3:19])[N:21]=2)[C:3]([NH:9][C:10]2[CH:11]=[N:12][C:13]([O:17][CH3:18])=[C:14]([F:16])[CH:15]=2)=[N:4][CH:5]=1. (6) Given the reactants [F:1][C:2]1[C:7]([F:8])=[C:6]([F:9])[CH:5]=[CH:4][C:3]=1[OH:10].[C:11](OC(=O)C)(=[O:13])[CH3:12].C(N(CC)CC)C, predict the reaction product. The product is: [C:11]([O:10][C:3]1[CH:4]=[CH:5][C:6]([F:9])=[C:7]([F:8])[C:2]=1[F:1])(=[O:13])[CH3:12]. (7) Given the reactants [S:1]1[C:5]2[CH:6]=[CH:7][CH:8]=[CH:9][C:4]=2[N:3]=[C:2]1[CH2:10][C:11]#[N:12].[S].C(N([CH2:19][CH3:20])CC)C, predict the reaction product. The product is: [S:1]1[C:5]2[CH:6]=[CH:7][CH:8]=[CH:9][C:4]=2[N:3]=[C:2]1[C:10]1[C:20]2[CH2:19][CH2:8][CH2:9][CH2:4][C:5]=2[S:1][C:11]=1[NH2:12].